The task is: Predict the product of the given reaction.. This data is from Forward reaction prediction with 1.9M reactions from USPTO patents (1976-2016). Given the reactants [CH2:1]([NH:8][C:9]1[CH:14]=[CH:13][C:12]([C:15]2[CH:19]=[C:18]([CH2:20][O:21][C:22](=[O:24])[NH2:23])[O:17][N:16]=2)=[CH:11][CH:10]=1)[C:2]1[CH:7]=[CH:6][CH:5]=[CH:4][CH:3]=1.[CH:25](=O)[CH2:26][CH3:27], predict the reaction product. The product is: [CH2:1]([N:8]([CH2:25][CH2:26][CH3:27])[C:9]1[CH:10]=[CH:11][C:12]([C:15]2[CH:19]=[C:18]([CH2:20][O:21][C:22](=[O:24])[NH2:23])[O:17][N:16]=2)=[CH:13][CH:14]=1)[C:2]1[CH:7]=[CH:6][CH:5]=[CH:4][CH:3]=1.